From a dataset of Acute oral toxicity (LD50) regression data from Zhu et al.. Regression/Classification. Given a drug SMILES string, predict its toxicity properties. Task type varies by dataset: regression for continuous values (e.g., LD50, hERG inhibition percentage) or binary classification for toxic/non-toxic outcomes (e.g., AMES mutagenicity, cardiotoxicity, hepatotoxicity). Dataset: ld50_zhu. (1) The drug is CC(C)CCCC(C)N. The rat oral LD50 is 2.38, given as -log10 of the dose in mol/kg body weight (higher means more acutely toxic). (2) The rat oral LD50 is 2.08, given as -log10 of the dose in mol/kg body weight (higher means more acutely toxic). The compound is O=C(NO)Nc1ccc(Cl)c(Cl)c1.